Task: Predict the reaction yield, written as a fraction of the theoretical maximum amount of product (1.0 means a 100% yield; for example, 0.34 means a 34% yield).. Dataset: Reaction yield outcomes from USPTO patents with 853,638 reactions (1) The reactants are [CH3:1][NH:2][C:3]1[CH:8]=[CH:7][C:6]([O:9][CH2:10][C:11]2[CH:16]=[CH:15][CH:14]=[CH:13][CH:12]=2)=[CH:5][C:4]=1[F:17].[H-].[Na+].[F:20][C:21]1[CH:26]=[CH:25][C:24]([N:27]=[C:28]=[O:29])=[CH:23][CH:22]=1.O. The catalyst is CN(C)C=O.C(OCC)(=O)C. The product is [CH2:10]([O:9][C:6]1[CH:7]=[CH:8][C:3]([N:2]([CH3:1])[C:28]([NH:27][C:24]2[CH:25]=[CH:26][C:21]([F:20])=[CH:22][CH:23]=2)=[O:29])=[C:4]([F:17])[CH:5]=1)[C:11]1[CH:12]=[CH:13][CH:14]=[CH:15][CH:16]=1. The yield is 0.217. (2) The reactants are I[C:2]1[CH:3]=[N:4][C:5]2[C:10]([CH:11]=1)=[CH:9][CH:8]=[CH:7][C:6]=2[N+:12]([O-:14])=[O:13].[C:15]1([S:21]([O-:23])=[O:22])[CH:20]=[CH:19][CH:18]=[CH:17][CH:16]=1.[Na+]. The catalyst is CN(C)C=O. The product is [N+:12]([C:6]1[CH:7]=[CH:8][CH:9]=[C:10]2[C:5]=1[N:4]=[CH:3][C:2]([S:21]([C:15]1[CH:20]=[CH:19][CH:18]=[CH:17][CH:16]=1)(=[O:23])=[O:22])=[CH:11]2)([O-:14])=[O:13]. The yield is 0.580.